From a dataset of NCI-60 drug combinations with 297,098 pairs across 59 cell lines. Regression. Given two drug SMILES strings and cell line genomic features, predict the synergy score measuring deviation from expected non-interaction effect. (1) Drug 1: CC1=C(C(=CC=C1)Cl)NC(=O)C2=CN=C(S2)NC3=CC(=NC(=N3)C)N4CCN(CC4)CCO. Drug 2: CC1CCCC2(C(O2)CC(NC(=O)CC(C(C(=O)C(C1O)C)(C)C)O)C(=CC3=CSC(=N3)C)C)C. Cell line: SK-OV-3. Synergy scores: CSS=51.1, Synergy_ZIP=-1.26, Synergy_Bliss=0.841, Synergy_Loewe=4.85, Synergy_HSA=6.71. (2) Drug 1: CC(CN1CC(=O)NC(=O)C1)N2CC(=O)NC(=O)C2. Drug 2: CC1=C(C(=O)C2=C(C1=O)N3CC4C(C3(C2COC(=O)N)OC)N4)N. Cell line: NCI-H460. Synergy scores: CSS=46.8, Synergy_ZIP=-8.11, Synergy_Bliss=-12.7, Synergy_Loewe=-9.38, Synergy_HSA=-7.49. (3) Synergy scores: CSS=5.98, Synergy_ZIP=-5.43, Synergy_Bliss=1.91, Synergy_Loewe=-21.5, Synergy_HSA=-0.0524. Drug 1: CCC1(CC2CC(C3=C(CCN(C2)C1)C4=CC=CC=C4N3)(C5=C(C=C6C(=C5)C78CCN9C7C(C=CC9)(C(C(C8N6C=O)(C(=O)OC)O)OC(=O)C)CC)OC)C(=O)OC)O.OS(=O)(=O)O. Drug 2: CC12CCC3C(C1CCC2O)C(CC4=C3C=CC(=C4)O)CCCCCCCCCS(=O)CCCC(C(F)(F)F)(F)F. Cell line: OVCAR-4.